From a dataset of Reaction yield outcomes from USPTO patents with 853,638 reactions. Predict the reaction yield, written as a fraction of the theoretical maximum amount of product (1.0 means a 100% yield; for example, 0.34 means a 34% yield). The reactants are [CH3:1][C:2]1([CH3:22])[O:6][C@H:5]([C@@H:7]([NH:11]C(=O)OCC2C=CC=CC=2)[CH2:8][S:9][CH3:10])[CH2:4][O:3]1. The catalyst is C(O)(C)C.[OH-].[K+]. The product is [CH3:1][C:2]1([CH3:22])[O:6][C@H:5]([C@@H:7]([NH2:11])[CH2:8][S:9][CH3:10])[CH2:4][O:3]1. The yield is 0.770.